Dataset: Full USPTO retrosynthesis dataset with 1.9M reactions from patents (1976-2016). Task: Predict the reactants needed to synthesize the given product. (1) Given the product [CH3:50][C:51]([CH3:65])([CH3:64])[CH2:52][NH:53][CH2:54][C:55]([N:58]1[CH:62]=[C:61]([NH:63][C:15](=[O:17])[CH:14]([NH:13][CH:7]2[CH2:6][CH2:5][C:4]3[C:9](=[C:10]([F:12])[CH:11]=[C:2]([F:1])[CH:3]=3)[CH2:8]2)[CH2:18][CH2:19][CH3:20])[N:60]=[CH:59]1)([CH3:56])[CH3:57], predict the reactants needed to synthesize it. The reactants are: [F:1][C:2]1[CH:3]=[C:4]2[C:9](=[C:10]([F:12])[CH:11]=1)[CH2:8][CH:7]([NH:13][CH:14]([CH2:18][CH2:19][CH3:20])[C:15]([OH:17])=O)[CH2:6][CH2:5]2.[B-](F)(F)(F)F.CN(C(ON1C(=O)C=CC=C1)=[N+](C)C)C.C(N(C(C)C)CC)(C)C.[CH3:50][C:51]([CH3:65])([CH3:64])[CH2:52][NH:53][CH2:54][C:55]([N:58]1[CH:62]=[C:61]([NH2:63])[N:60]=[CH:59]1)([CH3:57])[CH3:56]. (2) Given the product [NH:10]1[CH2:9][CH2:8][CH:7]([C:2]2[CH:3]=[CH:4][CH:5]=[CH:6][N:1]=2)[CH2:12][CH2:11]1, predict the reactants needed to synthesize it. The reactants are: [N:1]1[CH:6]=[CH:5][CH:4]=[CH:3][C:2]=1[C:7]1[CH2:8][CH2:9][N:10](C(OCC2C=CC=CC=2)=O)[CH2:11][CH:12]=1.